This data is from Reaction yield outcomes from USPTO patents with 853,638 reactions. The task is: Predict the reaction yield, written as a fraction of the theoretical maximum amount of product (1.0 means a 100% yield; for example, 0.34 means a 34% yield). (1) The reactants are Cl[CH2:2][Si:3]([O:6][CH3:7])([CH3:5])[CH3:4].[C:8]([O-:11])(=[O:10])[CH3:9].[Na+]. The catalyst is [Br-].C([P+](CCCC)(CCCC)CCCC)CCC. The product is [C:8]([O:11][CH2:2][Si:3]([O:6][CH3:7])([CH3:5])[CH3:4])(=[O:10])[CH3:9]. The yield is 0.920. (2) The reactants are [CH3:1][CH:2]([CH3:17])[CH2:3][N:4]1[C:9](=[O:10])[CH2:8][C:7](=[O:11])[N:6]([CH2:12][CH:13]([CH3:15])[CH3:14])[C:5]1=[O:16].C(N(C(C)C)CC)(C)C.[N:27]([CH2:30][C:31]([O:33]CC)=[O:32])=[C:28]=[O:29]. The catalyst is ClCCl. The product is [OH:10][C:9]1[N:4]([CH2:3][CH:2]([CH3:17])[CH3:1])[C:5](=[O:16])[N:6]([CH2:12][CH:13]([CH3:15])[CH3:14])[C:7](=[O:11])[C:8]=1[C:28]([NH:27][CH2:30][C:31]([OH:33])=[O:32])=[O:29]. The yield is 0.670. (3) The reactants are [NH2:1][C:2]1[CH:17]=[C:16]([O:18][CH3:19])[C:15]([O:20][CH3:21])=[CH:14][C:3]=1[C:4]([NH:6][C:7]1[CH:12]=[CH:11][CH:10]=[CH:9][C:8]=1[Cl:13])=[O:5].[Cl:22][CH2:23][C:24](Cl)=O. The catalyst is C(O)(=O)C. The product is [Cl:22][CH2:23][C:24]1[N:6]([C:7]2[CH:12]=[CH:11][CH:10]=[CH:9][C:8]=2[Cl:13])[C:4](=[O:5])[C:3]2[C:2](=[CH:17][C:16]([O:18][CH3:19])=[C:15]([O:20][CH3:21])[CH:14]=2)[N:1]=1. The yield is 0.460. (4) The reactants are C(OC([N:8]1[CH2:13][CH2:12][N:11]([C:14]2[C:19]([NH2:20])=[N:18][CH:17]=[C:16]([O:21][CH2:22][C:23]3[CH:28]=[CH:27][CH:26]=[C:25]([Cl:29])[CH:24]=3)[N:15]=2)[CH2:10][CH2:9]1)=O)(C)(C)C.Cl. The catalyst is O1CCOCC1. The product is [Cl:29][C:25]1[CH:24]=[C:23]([CH:28]=[CH:27][CH:26]=1)[CH2:22][O:21][C:16]1[N:15]=[C:14]([N:11]2[CH2:10][CH2:9][NH:8][CH2:13][CH2:12]2)[C:19]([NH2:20])=[N:18][CH:17]=1. The yield is 0.170. (5) The yield is 0.670. The product is [Cl:1][C:2]1[CH:11]=[C:10]2[C:5]([C:6]([NH:39][C:38]3[CH:40]=[CH:41][C:42]([F:43])=[C:36]([Cl:35])[CH:37]=3)=[N:7][CH:8]=[N:9]2)=[CH:4][C:3]=1[N+:13]([O-:15])=[O:14]. The reactants are [Cl:1][C:2]1[CH:11]=[C:10]2[C:5]([C:6](=O)[NH:7][CH:8]=[N:9]2)=[CH:4][C:3]=1[N+:13]([O-:15])=[O:14].ClC1C([N+]([O-])=O)=C2C(C(=O)NC=N2)=CC=1.S(Cl)(Cl)=O.[Cl:35][C:36]1[CH:37]=[C:38]([CH:40]=[CH:41][C:42]=1[F:43])[NH2:39]. The catalyst is C(O)(C)C.CCCCCC.ClCCl.CN(C=O)C. (6) The reactants are [Cl:1][C:2]1[CH:33]=[CH:32][C:5]([C:6]([NH:8][C:9]2[CH:14]=[C:13]([C:15]3[N:19]4[N:20]=[CH:21][CH:22]=[CH:23][C:18]4=[N:17][C:16]=3[C:24]3[CH:29]=[CH:28][C:27]([F:30])=[C:26]([CH3:31])[CH:25]=3)[CH:12]=[CH:11][N:10]=2)=[O:7])=[CH:4][CH:3]=1.C(OCC)(=O)C.Cl. The catalyst is C(OCC)(=O)C. The product is [ClH:1].[Cl:1][C:2]1[CH:33]=[CH:32][C:5]([C:6]([NH:8][C:9]2[CH:14]=[C:13]([C:15]3[N:19]4[N:20]=[CH:21][CH:22]=[CH:23][C:18]4=[N:17][C:16]=3[C:24]3[CH:29]=[CH:28][C:27]([F:30])=[C:26]([CH3:31])[CH:25]=3)[CH:12]=[CH:11][N:10]=2)=[O:7])=[CH:4][CH:3]=1. The yield is 0.720. (7) The reactants are [Cl:1][C:2]1[CH:11]=[CH:10][C:9]([C:12]2[C:17]([N+:18]([O-])=O)=[CH:16][CH:15]=[CH:14][N:13]=2)=[CH:8][C:3]=1[C:4]([O:6][CH3:7])=[O:5]. The catalyst is C(OCC)(=O)C.[Pd]. The product is [NH2:18][C:17]1[C:12]([C:9]2[CH:10]=[CH:11][C:2]([Cl:1])=[C:3]([CH:8]=2)[C:4]([O:6][CH3:7])=[O:5])=[N:13][CH:14]=[CH:15][CH:16]=1. The yield is 0.743. (8) The reactants are [CH3:1][C:2]1[N:6]([CH2:7][O:8][CH2:9][CH2:10][Si:11]([CH3:14])([CH3:13])[CH3:12])[CH:5]=[N:4][CH:3]=1.[Li]CCCC.C([C:22]([O:24][CH2:25][CH3:26])=[O:23])#N. The catalyst is C1COCC1.CCOC(C)=O. The product is [CH2:25]([O:24][C:22]([C:5]1[N:6]([CH2:7][O:8][CH2:9][CH2:10][Si:11]([CH3:13])([CH3:12])[CH3:14])[C:2]([CH3:1])=[CH:3][N:4]=1)=[O:23])[CH3:26]. The yield is 0.380. (9) The reactants are [C:1]([O:5][C:6]([N:8]([CH2:26][C:27]([O:29][C:30]([CH3:33])([CH3:32])[CH3:31])=[O:28])[C:9]1[CH:14]=[CH:13][CH:12]=[C:11]([CH2:15][NH:16][S:17]([C:20]2[CH:25]=[CH:24][CH:23]=[CH:22][N:21]=2)(=[O:19])=[O:18])[N:10]=1)=[O:7])([CH3:4])([CH3:3])[CH3:2].[F:34][C:35]1[CH:42]=[C:41]([C:43]([CH3:49])([CH3:48])[CH2:44][CH2:45][CH2:46][CH3:47])[CH:40]=[CH:39][C:36]=1[CH2:37]O.C(P(CCCC)CCCC)CCC.CN(C)C(N=NC(N(C)C)=O)=O. The catalyst is O.O1CCCC1. The product is [C:1]([O:5][C:6]([N:8]([CH2:26][C:27]([O:29][C:30]([CH3:33])([CH3:32])[CH3:31])=[O:28])[C:9]1[CH:14]=[CH:13][CH:12]=[C:11]([CH:15]([CH2:37][C:36]2[CH:39]=[CH:40][C:41]([C:43]([CH3:49])([CH3:48])[CH2:44][CH2:45][CH2:46][CH3:47])=[CH:42][C:35]=2[F:34])[NH:16][S:17]([C:20]2[CH:25]=[CH:24][CH:23]=[CH:22][N:21]=2)(=[O:19])=[O:18])[N:10]=1)=[O:7])([CH3:4])([CH3:3])[CH3:2]. The yield is 0.240. (10) The reactants are [H-].[Na+].[Si:3]([O:10][CH2:11][CH2:12][CH2:13][NH:14][C:15]1[C:20]([F:21])=[CH:19][N:18]=[C:17]([Cl:22])[N:16]=1)([C:6]([CH3:9])([CH3:8])[CH3:7])([CH3:5])[CH3:4].[CH3:23]I. The catalyst is CN(C=O)C. The product is [Si:3]([O:10][CH2:11][CH2:12][CH2:13][N:14]([CH3:23])[C:15]1[C:20]([F:21])=[CH:19][N:18]=[C:17]([Cl:22])[N:16]=1)([C:6]([CH3:9])([CH3:7])[CH3:8])([CH3:5])[CH3:4]. The yield is 0.990.